Dataset: Full USPTO retrosynthesis dataset with 1.9M reactions from patents (1976-2016). Task: Predict the reactants needed to synthesize the given product. (1) Given the product [CH3:28][O:27][C:25]1[CH:24]=[C:23]([CH2:29][CH2:30][C:31]2[CH:32]=[C:33]([NH:36][C:13](=[O:15])[C:12]3[CH:11]=[CH:10][C:9]([N:5]4[CH2:6][CH2:7][CH2:8][N:2]([CH3:1])[CH2:3][CH2:4]4)=[CH:18][CH:17]=3)[NH:34][N:35]=2)[CH:22]=[C:21]([O:20][CH3:19])[CH:26]=1, predict the reactants needed to synthesize it. The reactants are: [CH3:1][N:2]1[CH2:8][CH2:7][CH2:6][N:5]([C:9]2[CH:18]=[CH:17][C:12]([C:13]([O:15]C)=O)=[CH:11][CH:10]=2)[CH2:4][CH2:3]1.[CH3:19][O:20][C:21]1[CH:22]=[C:23]([CH2:29][CH2:30][C:31]2[CH:32]=[C:33]([NH2:36])[NH:34][N:35]=2)[CH:24]=[C:25]([O:27][CH3:28])[CH:26]=1.C[Al](C)C.C1(C)C=CC=CC=1. (2) Given the product [CH3:13][O:12][C:7]1[C:8]([O:10][CH3:11])=[CH:9][C:2]2[O:1][C:21]([C:22](=[O:24])[CH3:23])=[CH:4][C:3]=2[CH:6]=1, predict the reactants needed to synthesize it. The reactants are: [OH:1][C:2]1[CH:9]=[C:8]([O:10][CH3:11])[C:7]([O:12][CH3:13])=[CH:6][C:3]=1[CH:4]=O.C([O-])([O-])=O.[K+].[K+].Br[CH2:21][C:22](=[O:24])[CH3:23]. (3) The reactants are: [F:1][C:2]1[CH:7]=[C:6]([O:8][C:9]2[CH:14]=[CH:13][N:12]=[C:11]([NH:15][C:16]([N:18]3[CH2:21][CH:20]([OH:22])[CH2:19]3)=[O:17])[CH:10]=2)[C:5]([F:23])=[CH:4][C:3]=1[NH:24][C:25]([CH2:27][C:28]1([CH2:31][C:32]([NH:34][C:35]2[CH:40]=[CH:39][C:38]([F:41])=[CH:37][CH:36]=2)=[O:33])[CH2:30][CH2:29]1)=[O:26].[BrH:42]. Given the product [BrH:42].[F:1][C:2]1[CH:7]=[C:6]([O:8][C:9]2[CH:14]=[CH:13][N:12]=[C:11]([NH:15][C:16]([N:18]3[CH2:19][CH:20]([OH:22])[CH2:21]3)=[O:17])[CH:10]=2)[C:5]([F:23])=[CH:4][C:3]=1[NH:24][C:25]([CH2:27][C:28]1([CH2:31][C:32]([NH:34][C:35]2[CH:36]=[CH:37][C:38]([F:41])=[CH:39][CH:40]=2)=[O:33])[CH2:30][CH2:29]1)=[O:26], predict the reactants needed to synthesize it. (4) Given the product [Cl:51][C:52]1[CH:53]=[C:54]([C:58]2[N:66]3[C:61]([CH:62]=[N:63][C:64]([NH:16][C:19]4[CH:24]=[CH:23][C:22]([N:25]5[CH2:30][CH2:29][N:28]([CH2:43][C:44]([CH3:4])([OH:49])[CH3:45])[CH2:27][CH2:26]5)=[CH:21][CH:20]=4)=[N:65]3)=[CH:60][CH:59]=2)[CH:55]=[CH:56][CH:57]=1, predict the reactants needed to synthesize it. The reactants are: [N+]([C:4]1C=C(N2CCNCC2)C=CC=1)([O-])=O.[N+:16]([C:19]1[CH:24]=[CH:23][C:22]([N:25]2[CH2:30][CH2:29][NH:28][CH2:27][CH2:26]2)=[CH:21][CH:20]=1)([O-])=O.CS(C1N=CC2=CC=C([C:43]3C=CC=[CH:45][C:44]=3[O:49]C)N2N=1)=O.[Cl:51][C:52]1[CH:53]=[C:54]([C:58]2[N:66]3[C:61]([CH:62]=[N:63][C:64](S(C)=O)=[N:65]3)=[CH:60][CH:59]=2)[CH:55]=[CH:56][CH:57]=1. (5) Given the product [O:42]=[S:23]1(=[O:28])[CH2:22][CH2:21][N:20]([CH2:19][CH2:18][CH2:17][O:16][C:13]2[CH:12]=[CH:11][C:10]([C:4]3([CH2:3][N:2]([CH3:1])[CH3:26])[CH2:5][CH2:6][O:7][CH2:8][CH2:9]3)=[CH:15][CH:14]=2)[CH2:25][CH2:24]1, predict the reactants needed to synthesize it. The reactants are: [CH3:1][N:2]([CH3:26])[CH2:3][C:4]1([C:10]2[CH:15]=[CH:14][C:13]([O:16][CH2:17][CH2:18][CH2:19][N:20]3[CH2:25][CH2:24][S:23][CH2:22][CH2:21]3)=[CH:12][CH:11]=2)[CH2:9][CH2:8][O:7][CH2:6][CH2:5]1.C(O)(C(F)(F)F)=[O:28].FC(F)(F)C(OO)=O.[OH-:42].[Na+].